Regression. Given two drug SMILES strings and cell line genomic features, predict the synergy score measuring deviation from expected non-interaction effect. From a dataset of NCI-60 drug combinations with 297,098 pairs across 59 cell lines. Drug 1: C1CN1C2=NC(=NC(=N2)N3CC3)N4CC4. Drug 2: C1CN(P(=O)(OC1)NCCCl)CCCl. Cell line: OVCAR-8. Synergy scores: CSS=36.0, Synergy_ZIP=-8.95, Synergy_Bliss=-3.55, Synergy_Loewe=-43.0, Synergy_HSA=-3.19.